Predict the reaction yield, written as a fraction of the theoretical maximum amount of product (1.0 means a 100% yield; for example, 0.34 means a 34% yield). From a dataset of Reaction yield outcomes from USPTO patents with 853,638 reactions. The catalyst is C(Cl)Cl. The yield is 0.770. The reactants are [C:1]([CH2:3][NH:4][C:5]([C:7]1[C:15]2[C:10](=[N:11][CH:12]=[C:13]([CH:16]3[CH2:18][CH2:17]3)[N:14]=2)[N:9](COCC[Si](C)(C)C)[CH:8]=1)=[O:6])#[N:2].FC(F)(F)C(O)=[O:30]. The product is [C:1]([CH2:3][NH:4][C:5]([C:7]1[C:15]2[C:10](=[N:11][CH:12]=[C:13]([CH:16]3[CH2:18][CH2:17]3)[N:14]=2)[NH:9][CH:8]=1)=[O:6])(=[O:30])[NH2:2].